From a dataset of Full USPTO retrosynthesis dataset with 1.9M reactions from patents (1976-2016). Predict the reactants needed to synthesize the given product. (1) Given the product [F:1][C:2]1[CH:41]=[CH:40][C:5]([C:6]([N:8]2[CH2:13][CH2:12][C:11]([CH2:15][N:16]3[C:21](=[O:22])[C:20]4[CH:23]=[N:24][N:25]([C:26]5[CH:31]=[CH:30][C:29]([CH2:32][CH2:33][CH:34]6[CH2:39][CH2:38][CH2:37][CH2:36][N:35]6[CH3:44])=[CH:28][CH:27]=5)[C:19]=4[N:18]=[CH:17]3)([OH:14])[CH2:10][CH2:9]2)=[O:7])=[CH:4][CH:3]=1, predict the reactants needed to synthesize it. The reactants are: [F:1][C:2]1[CH:41]=[CH:40][C:5]([C:6]([N:8]2[CH2:13][CH2:12][C:11]([CH2:15][N:16]3[C:21](=[O:22])[C:20]4[CH:23]=[N:24][N:25]([C:26]5[CH:31]=[CH:30][C:29]([CH2:32][CH2:33][CH:34]6[CH2:39][CH2:38][CH2:37][CH2:36][NH:35]6)=[CH:28][CH:27]=5)[C:19]=4[N:18]=[CH:17]3)([OH:14])[CH2:10][CH2:9]2)=[O:7])=[CH:4][CH:3]=1.C=O.[C:44]([BH3-])#N.[Na+].C(O)(=O)C. (2) The reactants are: [NH2:1][C:2](=[O:30])[CH2:3][CH:4]1[CH2:9][N:8](C(OCC2C=CC=CC=2)=O)[CH2:7][CH2:6][N:5]1C(OCC1C=CC=CC=1)=O. Given the product [NH:5]1[CH2:6][CH2:7][NH:8][CH2:9][CH:4]1[CH2:3][C:2]([NH2:1])=[O:30], predict the reactants needed to synthesize it. (3) Given the product [F:28][C:26]([F:29])([F:27])[CH2:25][N:21]1[C:20]([C:14]2[CH:15]=[C:16]3[N:12]([C:11]4[CH:30]=[C:7]([CH:4]5[CH2:3][CH2:2][N:1]([CH2:38][C:39]([NH2:41])=[O:40])[CH2:6][CH2:5]5)[CH:8]=[CH:9][C:10]=4[O:19][CH2:18][CH2:17]3)[N:13]=2)=[N:24][CH:23]=[N:22]1, predict the reactants needed to synthesize it. The reactants are: [NH:1]1[CH2:6][CH2:5][CH:4]([C:7]2[CH:8]=[CH:9][C:10]3[O:19][CH2:18][CH2:17][C:16]4[N:12]([N:13]=[C:14]([C:20]5[N:21]([CH2:25][C:26]([F:29])([F:28])[F:27])[N:22]=[CH:23][N:24]=5)[CH:15]=4)[C:11]=3[CH:30]=2)[CH2:3][CH2:2]1.C(=O)([O-])[O-].[K+].[K+].Br[CH2:38][C:39]([NH2:41])=[O:40].